Dataset: Forward reaction prediction with 1.9M reactions from USPTO patents (1976-2016). Task: Predict the product of the given reaction. (1) The product is: [C:20]([C:13]1[C:12]2[C:16](=[CH:17][CH:18]=[CH:19][C:11]=2[CH:4]([C:5]2[CH:6]=[CH:7][CH:8]=[CH:9][CH:10]=2)[CH2:3][CH2:2][O:1][S:23]([CH3:22])(=[O:25])=[O:24])[NH:15][CH:14]=1)#[N:21]. Given the reactants [OH:1][CH2:2][CH2:3][CH:4]([C:11]1[CH:19]=[CH:18][CH:17]=[C:16]2[C:12]=1[C:13]([C:20]#[N:21])=[CH:14][NH:15]2)[C:5]1[CH:10]=[CH:9][CH:8]=[CH:7][CH:6]=1.[CH3:22][S:23](Cl)(=[O:25])=[O:24], predict the reaction product. (2) Given the reactants I[C:2]1[CH:3]=[N:4][CH:5]=[C:6]([I:9])[C:7]=1[OH:8].[CH2:10]([OH:13])[C:11]#[CH:12], predict the reaction product. The product is: [I:9][C:6]1[C:7]2[O:8][C:11]([CH2:10][OH:13])=[CH:12][C:2]=2[CH:3]=[N:4][CH:5]=1. (3) Given the reactants [N+:1]([C:4]1[CH:5]=[C:6]2[C:10](=[CH:11][CH:12]=1)[NH:9][C:8]([C:13]([O:15][CH2:16][CH3:17])=[O:14])=[CH:7]2)([O-:3])=[O:2].[H-].[Na+].[CH2:20](I)[CH2:21][CH3:22].O, predict the reaction product. The product is: [N+:1]([C:4]1[CH:5]=[C:6]2[C:10](=[CH:11][CH:12]=1)[N:9]([CH2:20][CH2:21][CH3:22])[C:8]([C:13]([O:15][CH2:16][CH3:17])=[O:14])=[CH:7]2)([O-:3])=[O:2]. (4) Given the reactants [OH-].[Na+].C(OC([C:8]1([CH2:23][C:24]([O:26]CC)=[O:25])[C:14](=[O:15])[CH2:13][CH2:12][N:11]([C:16]([O:18][C:19]([CH3:22])([CH3:21])[CH3:20])=[O:17])[CH2:10][CH2:9]1)=O)C, predict the reaction product. The product is: [C:19]([O:18][C:16]([N:11]1[CH2:12][CH2:13][C:14](=[O:15])[CH:8]([CH2:23][C:24]([OH:26])=[O:25])[CH2:9][CH2:10]1)=[O:17])([CH3:22])([CH3:20])[CH3:21]. (5) Given the reactants [Br:1][C:2]1[CH:3]=[C:4]([C:15]([O:17]C)=[O:16])[C:5]2[C:6]([F:14])=[CH:7][N:8]([CH:11]([CH3:13])[CH3:12])[C:9]=2[CH:10]=1.[OH-].[Li+].O.[Al], predict the reaction product. The product is: [Br:1][C:2]1[CH:3]=[C:4]([C:15]([OH:17])=[O:16])[C:5]2[C:6]([F:14])=[CH:7][N:8]([CH:11]([CH3:12])[CH3:13])[C:9]=2[CH:10]=1. (6) Given the reactants C1(P(C2CCCCC2)C2CCCCC2)CCCCC1.[F:20][C:21]1[CH:30]=[C:29](B2OC(C)(C)C(C)(C)O2)[CH:28]=[C:27]2[C:22]=1[N:23]=[CH:24][CH:25]=[N:26]2.[CH3:40][O:41][C:42](=[O:65])[C:43]1[CH:48]=[CH:47][CH:46]=[CH:45][C:44]=1[NH:49][C:50]1[N:54]([C:55]2[C:60]([CH3:61])=[CH:59][CH:58]=[CH:57][C:56]=2[F:62])[N:53]=[C:52]([CH3:63])[C:51]=1Br.P([O-])([O-])([O-])=O.[K+].[K+].[K+], predict the reaction product. The product is: [CH3:40][O:41][C:42](=[O:65])[C:43]1[CH:48]=[CH:47][CH:46]=[CH:45][C:44]=1[NH:49][C:50]1[N:54]([C:55]2[C:60]([CH3:61])=[CH:59][CH:58]=[CH:57][C:56]=2[F:62])[N:53]=[C:52]([CH3:63])[C:51]=1[C:29]1[CH:28]=[C:27]2[C:22](=[C:21]([F:20])[CH:30]=1)[N:23]=[CH:24][CH:25]=[N:26]2.